Dataset: Full USPTO retrosynthesis dataset with 1.9M reactions from patents (1976-2016). Task: Predict the reactants needed to synthesize the given product. Given the product [C:3]([C:7]1[C:8]([OH:13])=[C:9]([CH:10]=[CH:11][CH:12]=1)[CH:1]=[O:2])([CH3:6])([CH3:4])[CH3:5], predict the reactants needed to synthesize it. The reactants are: [CH2:1]=[O:2].[C:3]([C:7]1[CH:12]=[CH:11][CH:10]=[CH:9][C:8]=1[OH:13])([CH3:6])([CH3:5])[CH3:4].CC1C=CN=CC=1.[Sn](Cl)Cl.